From a dataset of Forward reaction prediction with 1.9M reactions from USPTO patents (1976-2016). Predict the product of the given reaction. (1) The product is: [OH:1][CH2:2][CH2:3][CH2:4][CH2:5][C:6]1[CH:7]=[C:8]([CH:12]=[CH:13][CH:14]=1)[C:9]([O:11][CH2:24][C:25]1[CH:30]=[CH:29][CH:28]=[CH:27][CH:26]=1)=[O:10]. Given the reactants [OH:1][CH2:2][CH2:3][CH2:4][CH2:5][C:6]1[CH:7]=[C:8]([CH:12]=[CH:13][CH:14]=1)[C:9]([OH:11])=[O:10].C(N(C(C)C)CC)(C)C.[CH2:24](Br)[C:25]1[CH:30]=[CH:29][CH:28]=[CH:27][CH:26]=1, predict the reaction product. (2) Given the reactants [N@:1]1([C:8]([O:10][C:11]([CH3:14])([CH3:13])[CH3:12])=[O:9])[CH2:3][CH:2]1[C:4]([O:6][CH3:7])=[O:5].[CH2:15]([C@H:22]([C@@H:25]([CH2:28][C:29]1[CH:34]=[CH:33][CH:32]=[CH:31][CH:30]=1)[CH2:26][OH:27])[CH2:23][OH:24])[C:16]1[CH:21]=[CH:20][CH:19]=[CH:18][CH:17]=1.B(F)(F)F.O(CC)CC, predict the reaction product. The product is: [C:11]([O:10][C:8]([NH:1][C@@H:2]([CH2:3][O:24][CH2:23][C@H:22]([CH2:15][C:16]1[CH:17]=[CH:18][CH:19]=[CH:20][CH:21]=1)[C@@H:25]([CH2:28][C:29]1[CH:30]=[CH:31][CH:32]=[CH:33][CH:34]=1)[CH2:26][OH:27])[C:4]([O:6][CH3:7])=[O:5])=[O:9])([CH3:12])([CH3:13])[CH3:14]. (3) Given the reactants [Cl:1][C:2]1[CH:25]=[CH:24][C:5]([CH2:6][CH:7]2[C:16]3[C:11](=[CH:12][CH:13]=[C:14]([OH:17])[CH:15]=3)[CH2:10][CH2:9][CH:8]2[NH:18][C:19](=[O:23])[O:20][CH2:21][CH3:22])=[CH:4][CH:3]=1.[H-].[Na+].C(S(O[CH2:35][CH2:36][N:37]([CH3:44])[S:38]([CH2:41][CH2:42][CH3:43])(=[O:40])=[O:39])(=O)=O)CC.C(OCC)(=O)C, predict the reaction product. The product is: [CH2:21]([O:20][C:19](=[O:23])[NH:18][CH:8]1[CH2:9][CH2:10][C:11]2[C:16](=[CH:15][C:14]([O:17][CH2:35][CH2:36][N:37]([CH3:44])[S:38]([CH2:41][CH2:42][CH3:43])(=[O:40])=[O:39])=[CH:13][CH:12]=2)[CH:7]1[CH2:6][C:5]1[CH:24]=[CH:25][C:2]([Cl:1])=[CH:3][CH:4]=1)[CH3:22]. (4) The product is: [Cl:1][C:2]1[CH:7]=[CH:6][CH:5]=[CH:4][C:3]=1[O:8][C:16]1[N:28]=[C:27]([C:29]2[CH:34]=[CH:33][CH:32]=[C:31]([O:35][CH3:36])[C:30]=2[F:37])[CH:26]=[C:25]([C:38]([F:40])([F:41])[F:39])[C:17]=1[C:18]([O:20][C:21]([CH3:23])([CH3:24])[CH3:22])=[O:19]. Given the reactants [Cl:1][C:2]1[CH:7]=[CH:6][CH:5]=[CH:4][C:3]=1[OH:8].C(=O)([O-])[O-].[K+].[K+].Cl[C:16]1[N:28]=[C:27]([C:29]2[CH:34]=[CH:33][CH:32]=[C:31]([O:35][CH3:36])[C:30]=2[F:37])[CH:26]=[C:25]([C:38]([F:41])([F:40])[F:39])[C:17]=1[C:18]([O:20][C:21]([CH3:24])([CH3:23])[CH3:22])=[O:19], predict the reaction product. (5) Given the reactants [C:1]([O:5][C:6](=[O:33])[N:7]([CH:9]1[CH2:14][CH2:13][CH:12]([NH:15][CH2:16][C:17]2[CH:22]=[C:21]([C:23]3[CH:28]=[C:27]([CH3:29])[N:26]=[C:25]([CH3:30])[CH:24]=3)[CH:20]=[CH:19][C:18]=2[O:31][CH3:32])[CH2:11][CH2:10]1)[CH3:8])([CH3:4])([CH3:3])[CH3:2].[Cl:34][C:35]1[C:36]2[CH:46]=[CH:45][CH:44]=[CH:43][C:37]=2[S:38][C:39]=1[C:40](Cl)=[O:41], predict the reaction product. The product is: [C:1]([O:5][C:6](=[O:33])[N:7]([CH:9]1[CH2:14][CH2:13][CH:12]([N:15]([C:40]([C:39]2[S:38][C:37]3[CH:43]=[CH:44][CH:45]=[CH:46][C:36]=3[C:35]=2[Cl:34])=[O:41])[CH2:16][C:17]2[CH:22]=[C:21]([C:23]3[CH:24]=[C:25]([CH3:30])[N:26]=[C:27]([CH3:29])[CH:28]=3)[CH:20]=[CH:19][C:18]=2[O:31][CH3:32])[CH2:11][CH2:10]1)[CH3:8])([CH3:4])([CH3:3])[CH3:2]. (6) Given the reactants C(N(CC)CC)C.Cl.[C:9]1([C:15]2[CH2:16][CH2:17][NH:18][CH2:19][CH:20]=2)[CH:14]=[CH:13][CH:12]=[CH:11][CH:10]=1.Cl[C:22]([O:24][CH3:25])=[O:23], predict the reaction product. The product is: [CH3:25][O:24][C:22]([N:18]1[CH2:17][CH:16]=[C:15]([C:9]2[CH:14]=[CH:13][CH:12]=[CH:11][CH:10]=2)[CH2:20][CH2:19]1)=[O:23]. (7) Given the reactants C([O:3][C:4]([C:6]1[S:10][C:9](/[CH:11]=[CH:12]\[S:13][C:14]([C:27]2[CH:32]=[CH:31][CH:30]=[CH:29][CH:28]=2)([C:21]2[CH:26]=[CH:25][CH:24]=[CH:23][CH:22]=2)[C:15]2[CH:20]=[CH:19][CH:18]=[CH:17][CH:16]=2)=[N:8][CH:7]=1)=O)C.[H-].C([Al+]CC(C)C)C(C)C.C1(C)C=CC=CC=1.O.Cl, predict the reaction product. The product is: [OH:3][CH2:4][C:6]1[S:10][C:9](/[CH:11]=[CH:12]\[S:13][C:14]([C:27]2[CH:32]=[CH:31][CH:30]=[CH:29][CH:28]=2)([C:15]2[CH:16]=[CH:17][CH:18]=[CH:19][CH:20]=2)[C:21]2[CH:26]=[CH:25][CH:24]=[CH:23][CH:22]=2)=[N:8][CH:7]=1.